The task is: Predict the reactants needed to synthesize the given product.. This data is from Full USPTO retrosynthesis dataset with 1.9M reactions from patents (1976-2016). Given the product [C:29]([O:28][C:26]([NH:25][C@@H:10]([CH2:11][CH2:12][C:13]1[N:17]([CH2:18][CH2:19][CH3:20])[C:16]2[CH:21]=[CH:22][CH:23]=[CH:24][C:15]=2[N:14]=1)[C:9]([NH:54][O:53][CH2:46][C:47]1[CH:52]=[CH:51][CH:50]=[CH:49][CH:48]=1)=[O:33])=[O:27])([CH3:31])([CH3:32])[CH3:30], predict the reactants needed to synthesize it. The reactants are: C(O[C:9](=[O:33])[C@@H:10]([NH:25][C:26]([O:28][C:29]([CH3:32])([CH3:31])[CH3:30])=[O:27])[CH2:11][CH2:12][C:13]1[N:17]([CH2:18][CH2:19][CH3:20])[C:16]2[CH:21]=[CH:22][CH:23]=[CH:24][C:15]=2[N:14]=1)C1C=CC=CC=1.CCN=C=NCCCN(C)C.Cl.[CH2:46]([O:53][NH2:54])[C:47]1[CH:52]=[CH:51][CH:50]=[CH:49][CH:48]=1.